From a dataset of CYP2C19 inhibition data for predicting drug metabolism from PubChem BioAssay. Regression/Classification. Given a drug SMILES string, predict its absorption, distribution, metabolism, or excretion properties. Task type varies by dataset: regression for continuous measurements (e.g., permeability, clearance, half-life) or binary classification for categorical outcomes (e.g., BBB penetration, CYP inhibition). Dataset: cyp2c19_veith. (1) The drug is NC(=S)Nc1cc2ccccc2c2ccccc12. The result is 1 (inhibitor). (2) The compound is COc1ccc2nc3c(c([Si](C)(C)C(C)(C)C)c2c1)Cn1c-3cccc1=O. The result is 1 (inhibitor). (3) The compound is CC(=O)O.Cc1c2cc[n+](CCN3CCCCC3)cc2c(C)c2c1[nH]c1ccc(O)cc12. The result is 0 (non-inhibitor). (4) The drug is N#Cc1ccc(C2=NC(C(F)(F)F)(C(F)(F)F)c3c(n(Cc4ccco4)c(=O)[nH]c3=O)N2)cc1. The result is 1 (inhibitor). (5) The drug is COc1ccc(C(=O)Nc2cccc(OC(=O)c3ccc(C)c(C)c3)c2)cc1. The result is 1 (inhibitor). (6) The compound is Cl.c1ccc2c(c1)oc1c(NCCCn3ccnc3)ncnc12. The result is 1 (inhibitor).